Dataset: NCI-60 drug combinations with 297,098 pairs across 59 cell lines. Task: Regression. Given two drug SMILES strings and cell line genomic features, predict the synergy score measuring deviation from expected non-interaction effect. (1) Drug 1: CC1C(C(=O)NC(C(=O)N2CCCC2C(=O)N(CC(=O)N(C(C(=O)O1)C(C)C)C)C)C(C)C)NC(=O)C3=C4C(=C(C=C3)C)OC5=C(C(=O)C(=C(C5=N4)C(=O)NC6C(OC(=O)C(N(C(=O)CN(C(=O)C7CCCN7C(=O)C(NC6=O)C(C)C)C)C)C(C)C)C)N)C. Drug 2: CS(=O)(=O)OCCCCOS(=O)(=O)C. Cell line: UACC62. Synergy scores: CSS=15.7, Synergy_ZIP=-2.88, Synergy_Bliss=3.74, Synergy_Loewe=-8.90, Synergy_HSA=2.82. (2) Drug 1: CCC1=CC2CC(C3=C(CN(C2)C1)C4=CC=CC=C4N3)(C5=C(C=C6C(=C5)C78CCN9C7C(C=CC9)(C(C(C8N6C)(C(=O)OC)O)OC(=O)C)CC)OC)C(=O)OC.C(C(C(=O)O)O)(C(=O)O)O. Drug 2: CC1=C2C(C(=O)C3(C(CC4C(C3C(C(C2(C)C)(CC1OC(=O)C(C(C5=CC=CC=C5)NC(=O)OC(C)(C)C)O)O)OC(=O)C6=CC=CC=C6)(CO4)OC(=O)C)O)C)O. Cell line: SW-620. Synergy scores: CSS=60.7, Synergy_ZIP=-7.19, Synergy_Bliss=-6.70, Synergy_Loewe=-7.57, Synergy_HSA=-3.25. (3) Cell line: DU-145. Drug 2: CC1=C2C(C(=O)C3(C(CC4C(C3C(C(C2(C)C)(CC1OC(=O)C(C(C5=CC=CC=C5)NC(=O)OC(C)(C)C)O)O)OC(=O)C6=CC=CC=C6)(CO4)OC(=O)C)OC)C)OC. Synergy scores: CSS=58.5, Synergy_ZIP=7.49, Synergy_Bliss=8.23, Synergy_Loewe=-35.0, Synergy_HSA=6.51. Drug 1: CCCS(=O)(=O)NC1=C(C(=C(C=C1)F)C(=O)C2=CNC3=C2C=C(C=N3)C4=CC=C(C=C4)Cl)F. (4) Drug 1: C1=CC(=C2C(=C1NCCNCCO)C(=O)C3=C(C=CC(=C3C2=O)O)O)NCCNCCO. Drug 2: CC12CCC3C(C1CCC2O)C(CC4=C3C=CC(=C4)O)CCCCCCCCCS(=O)CCCC(C(F)(F)F)(F)F. Cell line: MOLT-4. Synergy scores: CSS=73.3, Synergy_ZIP=4.24, Synergy_Bliss=4.24, Synergy_Loewe=-21.1, Synergy_HSA=3.71. (5) Drug 1: CC1=CC=C(C=C1)C2=CC(=NN2C3=CC=C(C=C3)S(=O)(=O)N)C(F)(F)F. Drug 2: CC=C1C(=O)NC(C(=O)OC2CC(=O)NC(C(=O)NC(CSSCCC=C2)C(=O)N1)C(C)C)C(C)C. Cell line: HCT116. Synergy scores: CSS=58.5, Synergy_ZIP=4.94, Synergy_Bliss=3.42, Synergy_Loewe=-70.3, Synergy_HSA=-3.25. (6) Drug 1: CC1=C(C=C(C=C1)NC2=NC=CC(=N2)N(C)C3=CC4=NN(C(=C4C=C3)C)C)S(=O)(=O)N.Cl. Drug 2: C1=NC2=C(N=C(N=C2N1C3C(C(C(O3)CO)O)F)Cl)N. Cell line: HCT-15. Synergy scores: CSS=22.9, Synergy_ZIP=0.940, Synergy_Bliss=-3.48, Synergy_Loewe=-47.0, Synergy_HSA=-4.79.